From a dataset of Retrosynthesis with 50K atom-mapped reactions and 10 reaction types from USPTO. Predict the reactants needed to synthesize the given product. (1) Given the product CC#CC(O)(c1ccc(Cl)cc1Cl)C(C)n1cncn1, predict the reactants needed to synthesize it. The reactants are: CC#CC(O)(c1ccc(Cl)cc1Cl)C(C)Br.c1nc[nH]n1. (2) Given the product c1ccc2sc(-c3ccnc(NC4CCNCC4)n3)cc2c1, predict the reactants needed to synthesize it. The reactants are: c1ccc(CN2CCC(Nc3nccc(-c4cc5ccccc5s4)n3)CC2)cc1. (3) The reactants are: C[C@@H](Oc1cc(-n2cnc3cnc(CO[Si](C)(C)C(C)(C)C)cc32)sc1C(N)=O)c1ccccc1C(F)(F)F. Given the product C[C@@H](Oc1cc(-n2cnc3cnc(CO)cc32)sc1C(N)=O)c1ccccc1C(F)(F)F, predict the reactants needed to synthesize it. (4) Given the product CN1CCN(c2ccc(-c3c(CO)nc4ccccn34)cn2)CC1, predict the reactants needed to synthesize it. The reactants are: CCOC(=O)c1nc2ccccn2c1-c1ccc(N2CCN(C)CC2)nc1. (5) Given the product Cn1c(C(=O)NOC[C@H]2COC(C)(C)O2)c(Nc2ccc(I)cc2F)c2cnccc21, predict the reactants needed to synthesize it. The reactants are: CC1(C)OC[C@H](CON)O1.CCOC(=O)c1c(Nc2ccc(I)cc2F)c2cnccc2n1C. (6) Given the product Cc1cc(C)nc(NC(=O)NS(=O)(=O)c2ccccc2OS(=O)(=O)N(C)C)n1, predict the reactants needed to synthesize it. The reactants are: CN(C)S(=O)(=O)Oc1ccccc1S(=O)(=O)N=C=O.Cc1cc(C)nc(N)n1. (7) Given the product Nc1ncnc2c1c(-c1ccc(Oc3ccccc3)cc1)nn2C1CC2(CCNCC2)C1, predict the reactants needed to synthesize it. The reactants are: CC(C)(C)OC(=O)N1CCC2(CC1)CC(n1nc(-c3ccc(Oc4ccccc4)cc3)c3c(N)ncnc31)C2.